Dataset: Reaction yield outcomes from USPTO patents with 853,638 reactions. Task: Predict the reaction yield, written as a fraction of the theoretical maximum amount of product (1.0 means a 100% yield; for example, 0.34 means a 34% yield). The reactants are ClC1C=CC([C@@H]2CCN(C(OC(C)(C)C)=O)C[C@H]2C(OC)=O)=CC=1.[Cl:25][C:26]1[CH:31]=[CH:30][C:29]([C@@H:32]2[CH2:37][CH2:36][N:35]([CH2:38][CH:39]([F:41])[F:40])[CH2:34][C@H:33]2[C:42](OC)=[O:43])=[CH:28][CH:27]=1. No catalyst specified. The product is [Cl:25][C:26]1[CH:27]=[CH:28][C:29]([C@@H:32]2[CH2:37][CH2:36][N:35]([CH2:38][CH:39]([F:40])[F:41])[CH2:34][C@H:33]2[CH2:42][OH:43])=[CH:30][CH:31]=1. The yield is 0.800.